Dataset: Full USPTO retrosynthesis dataset with 1.9M reactions from patents (1976-2016). Task: Predict the reactants needed to synthesize the given product. (1) Given the product [C:23]1([CH2:22][CH2:21][CH2:20][NH:19][C:15]2[CH:14]=[C:13]([S:12][C:9]3[CH:8]=[CH:7][C:6]([CH2:5][C:4]([OH:29])=[O:3])=[CH:11][CH:10]=3)[CH:18]=[CH:17][CH:16]=2)[CH:24]=[CH:25][CH:26]=[CH:27][CH:28]=1, predict the reactants needed to synthesize it. The reactants are: C([O:3][C:4](=[O:29])[CH2:5][C:6]1[CH:11]=[CH:10][C:9]([S:12][C:13]2[CH:18]=[CH:17][CH:16]=[C:15]([NH:19][CH2:20][CH2:21][CH2:22][C:23]3[CH:28]=[CH:27][CH:26]=[CH:25][CH:24]=3)[CH:14]=2)=[CH:8][CH:7]=1)C.[OH-].[Na+].O.C(O)C. (2) Given the product [CH:26]1([CH:27]=[C:11]2[CH2:10][CH2:9][C:8]3[N:7]=[C:6]([C:12]([O:14][CH3:15])=[O:13])[CH:5]=[CH:4][C:3]=3[C:2]2=[O:1])[CH2:20][CH2:19][CH2:18][CH2:17]1, predict the reactants needed to synthesize it. The reactants are: [O:1]=[C:2]1[CH2:11][CH2:10][CH2:9][C:8]2[N:7]=[C:6]([C:12]([O:14][CH3:15])=[O:13])[CH:5]=[CH:4][C:3]1=2.N1[CH2:20][CH2:19][CH2:18][CH2:17]1.O.C(O[CH2:26][CH3:27])(=O)C. (3) Given the product [ClH:25].[Br:1][C:2]1[CH:22]=[CH:21][C:5]([O:6][CH2:7][CH:8]2[CH2:9][CH2:10][NH:11][CH2:12][CH2:13]2)=[C:4]([CH:3]=1)[CH:23]=[O:24], predict the reactants needed to synthesize it. The reactants are: [Br:1][C:2]1[CH:22]=[CH:21][C:5]([O:6][CH2:7][CH:8]2[CH2:13][CH2:12][N:11](C(OC(C)(C)C)=O)[CH2:10][CH2:9]2)=[C:4]([CH:23]=[O:24])[CH:3]=1.[ClH:25].O1CCOCC1. (4) The reactants are: Br[C:2]1[S:3][N:4]=[C:5]2[CH:10]=[C:9]([Br:11])[CH:8]=[N:7][C:6]=12.[CH2:12]([NH2:19])[C:13]1[CH:18]=[CH:17][CH:16]=[CH:15][CH:14]=1. Given the product [Br:11][C:9]1[CH:8]=[N:7][C:6]2=[C:2]([NH:19][CH2:12][C:13]3[CH:18]=[CH:17][CH:16]=[CH:15][CH:14]=3)[S:3][N:4]=[C:5]2[CH:10]=1, predict the reactants needed to synthesize it. (5) Given the product [C:11]([C:9]1[S:10][C:3]2[C:2]([N:26]3[CH2:27][CH2:28][CH:23]([CH2:22][CH2:21][NH:20][C:19](=[O:29])[O:18][C:14]([CH3:16])([CH3:15])[CH3:17])[CH2:24][CH2:25]3)=[N:7][CH:6]=[N:5][C:4]=2[CH:8]=1)(=[O:12])[NH2:13], predict the reactants needed to synthesize it. The reactants are: Cl[C:2]1[C:3]2[S:10][C:9]([C:11]([NH2:13])=[O:12])=[CH:8][C:4]=2[N:5]=[CH:6][N:7]=1.[C:14]([O:18][C:19](=[O:29])[NH:20][CH2:21][CH2:22][CH:23]1[CH2:28][CH2:27][NH:26][CH2:25][CH2:24]1)([CH3:17])([CH3:16])[CH3:15].CCN(C(C)C)C(C)C. (6) Given the product [NH2:15][C:16]1[C:17]([C:18](=[O:20])[NH:9][NH:8][C:6]2[CH:7]=[C:2]([Cl:1])[CH:3]=[CH:4][C:5]=2[CH2:44][CH3:45])=[CH:21][C:22]([C:39]([F:40])([F:41])[F:42])=[C:23]([CH2:25][N:26]2[CH2:31][CH2:30][N:29]([C:32]([O:34][C:35]([CH3:37])([CH3:36])[CH3:38])=[O:33])[CH2:28][CH2:27]2)[CH:24]=1, predict the reactants needed to synthesize it. The reactants are: [Cl:1][C:2]1[CH:3]=[CH:4][C:5](S(CC)(=O)=O)=[C:6]([NH:8][NH2:9])[CH:7]=1.[NH2:15][C:16]1[CH:24]=[C:23]([CH2:25][N:26]2[CH2:31][CH2:30][N:29]([C:32]([O:34][C:35]([CH3:38])([CH3:37])[CH3:36])=[O:33])[CH2:28][CH2:27]2)[C:22]([C:39]([F:42])([F:41])[F:40])=[CH:21][C:17]=1[C:18]([OH:20])=O.Br[C:44]1C(C)=CC(C(NNC2C=C(Cl)C=CC=2SCC)=O)=C([N+]([O-])=O)[CH:45]=1. (7) Given the product [CH:24]1([NH:30][C:2]2[CH:7]=[C:6]([CH3:8])[N:5]=[C:4]([NH:9][C:10]3[CH:15]=[CH:14][C:13]([N:16]4[CH:20]=[C:19]([CH3:21])[N:18]=[CH:17]4)=[C:12]([O:22][CH3:23])[CH:11]=3)[N:3]=2)[CH2:29][CH2:28][CH2:27][CH2:26][CH2:25]1, predict the reactants needed to synthesize it. The reactants are: Cl[C:2]1[CH:7]=[C:6]([CH3:8])[N:5]=[C:4]([NH:9][C:10]2[CH:15]=[CH:14][C:13]([N:16]3[CH:20]=[C:19]([CH3:21])[N:18]=[CH:17]3)=[C:12]([O:22][CH3:23])[CH:11]=2)[N:3]=1.[CH:24]1([NH2:30])[CH2:29][CH2:28][CH2:27][CH2:26][CH2:25]1. (8) Given the product [CH3:23][C:17]1[CH:18]=[C:9]([CH2:8][O:1][C:2]2[CH:7]=[CH:6][CH:5]=[CH:4][CH:3]=2)[CH:10]=[CH:11][C:12]=1[C:13]([OH:15])=[O:14], predict the reactants needed to synthesize it. The reactants are: [O:1]([CH2:8][C:9]1[CH:18]=[CH:17][C:12]([C:13]([O:15]C)=[O:14])=[CH:11][CH:10]=1)[C:2]1[CH:7]=[CH:6][CH:5]=[CH:4][CH:3]=1.O.[OH-].[Li+].O1CCC[CH2:23]1.Cl. (9) Given the product [CH3:14][O:13][C:4]1[CH:5]=[CH:6][C:7]([O:11][CH3:12])=[C:8]2[C:3]=1[CH2:2][CH2:17][CH:16]([C:15]([OH:19])=[O:18])[CH2:9]2, predict the reactants needed to synthesize it. The reactants are: Br[CH2:2][C:3]1[C:8]([CH2:9]Br)=[C:7]([O:11][CH3:12])[CH:6]=[CH:5][C:4]=1[O:13][CH3:14].[C:15]([OH:19])(=[O:18])[CH:16]=[CH2:17]. (10) The reactants are: C(OC([N:8]1[C:16]2[C:11](=[CH:12][C:13]([C:17]3[C:26]([N:27]4[CH2:31][CH2:30][CH2:29][C@@H:28]4[CH3:32])=[N:25][C:24]4[C:19](=[CH:20][CH:21]=[C:22]([C:33]([O:35][CH3:36])=[O:34])[CH:23]=4)[N:18]=3)=[CH:14][CH:15]=2)[CH:10]=[N:9]1)=O)(C)(C)C.FC(F)(F)C(O)=O. Given the product [NH:8]1[C:16]2[C:11](=[CH:12][C:13]([C:17]3[C:26]([N:27]4[CH2:31][CH2:30][CH2:29][C@@H:28]4[CH3:32])=[N:25][C:24]4[C:19](=[CH:20][CH:21]=[C:22]([C:33]([O:35][CH3:36])=[O:34])[CH:23]=4)[N:18]=3)=[CH:14][CH:15]=2)[CH:10]=[N:9]1, predict the reactants needed to synthesize it.